From a dataset of Catalyst prediction with 721,799 reactions and 888 catalyst types from USPTO. Predict which catalyst facilitates the given reaction. (1) Reactant: [NH2:1][C:2]1[N:7]=[C:6](SC)[C:5]([C:10]#[N:11])=[C:4]([C:12]2[CH:17]=[CH:16][CH:15]=[CH:14][CH:13]=2)[N:3]=1.[CH3:18][CH2:19][O-:20].[Na+]. Product: [NH2:1][C:2]1[N:7]=[C:6]([O:20][CH2:19][CH3:18])[C:5]([C:10]#[N:11])=[C:4]([C:12]2[CH:17]=[CH:16][CH:15]=[CH:14][CH:13]=2)[N:3]=1. The catalyst class is: 8. (2) Reactant: OC(C(F)(F)F)=O.[CH3:8][O:9][C:10]1[N:15]=[CH:14][C:13]([C:16]2[CH:25]=[CH:24][C:23]3[N:22]=[CH:21][C:20]4[N:26]([CH3:40])[C:27](=[O:39])[N:28]([C:29]5[C:30]([CH3:38])=[N:31][N:32]([CH2:34][C:35]([OH:37])=O)[CH:33]=5)[C:19]=4[C:18]=3[CH:17]=2)=[CH:12][CH:11]=1.[B-](F)(F)(F)F.[CH3:46][N:47](C(ON1C(=O)C=CC=C1)=[N+](C)C)[CH3:48].CCN(C(C)C)C(C)C.CNC.C1COCC1. Product: [CH3:8][O:9][C:10]1[N:15]=[CH:14][C:13]([C:16]2[CH:25]=[CH:24][C:23]3[N:22]=[CH:21][C:20]4[N:26]([CH3:40])[C:27](=[O:39])[N:28]([C:29]5[C:30]([CH3:38])=[N:31][N:32]([CH2:34][C:35]([N:47]([CH3:48])[CH3:46])=[O:37])[CH:33]=5)[C:19]=4[C:18]=3[CH:17]=2)=[CH:12][CH:11]=1. The catalyst class is: 44. (3) Reactant: [O:1]1[CH:6]=[CH:5][CH2:4][CH2:3][CH2:2]1.[CH2:7]([OH:10])[CH2:8][OH:9].C1(C)C=CC(S(O)(=O)=O)=CC=1.ClCCl. Product: [O:1]1[CH:2]=[CH:3][CH:4]=[CH:5][CH:6]1[O:9][CH2:8][CH2:7][OH:10]. The catalyst class is: 6. (4) Reactant: [Cl:1][C:2]1[N:7]=[C:6]2[C:8]([CH3:36])=[C:9]([CH:11]([NH:18][C:19]3[CH:24]=[CH:23][C:22]([C:25]([N:27]([CH3:35])[CH2:28][CH2:29][C:30]([O:32]CC)=[O:31])=[O:26])=[CH:21][CH:20]=3)[CH:12]3[CH2:17][CH2:16][CH2:15][CH2:14][CH2:13]3)[O:10][C:5]2=[CH:4][CH:3]=1.O1CCCC1.[OH-].[Li+]. Product: [Cl:1][C:2]1[N:7]=[C:6]2[C:8]([CH3:36])=[C:9]([CH:11]([NH:18][C:19]3[CH:20]=[CH:21][C:22]([C:25]([N:27]([CH3:35])[CH2:28][CH2:29][C:30]([OH:32])=[O:31])=[O:26])=[CH:23][CH:24]=3)[CH:12]3[CH2:13][CH2:14][CH2:15][CH2:16][CH2:17]3)[O:10][C:5]2=[CH:4][CH:3]=1. The catalyst class is: 8. (5) Reactant: O=[C:2]([CH2:24][C:25]1[S:26][CH:27]=[CH:28][CH:29]=1)[CH2:3][NH:4][C:5]([C:7]1[S:8][C:9]2[C:15]([N:16]3[CH2:21][CH2:20][O:19][CH2:18][CH2:17]3)=[CH:14][CH:13]=[C:12]([O:22][CH3:23])[C:10]=2[N:11]=1)=O.FC(F)(F)C([O-])=O.[NH4+:37]. Product: [CH3:23][O:22][C:12]1[C:10]2[N:11]=[C:7]([C:5]3[NH:4][CH:3]=[C:2]([CH2:24][C:25]4[S:26][CH:27]=[CH:28][CH:29]=4)[N:37]=3)[S:8][C:9]=2[C:15]([N:16]2[CH2:21][CH2:20][O:19][CH2:18][CH2:17]2)=[CH:14][CH:13]=1. The catalyst class is: 6. (6) Reactant: [C:1]([NH:4][CH2:5][CH2:6][CH2:7][S:8]([O:11][CH2:12][C:13]([CH3:29])([CH3:28])[C@@H:14](O)[C:15]([O:17][CH2:18][CH2:19][O:20][C:21]([O:23][CH:24]([CH3:26])[CH3:25])=[O:22])=[O:16])(=[O:10])=[O:9])(=[O:3])[CH3:2].[P:30](Cl)(OC1C=CC=CC=1)([O:32][C:33]1[CH:38]=[CH:37][CH:36]=[CH:35][CH:34]=1)=[O:31].C(N(CC)CC)C. Product: [C:1]([NH:4][CH2:5][CH2:6][CH2:7][S:8]([O:11][CH2:12][C:13]([CH3:29])([CH3:28])[C@@H:14]([PH:30]([O:32][C:33]1[CH:38]=[CH:37][CH:36]=[CH:35][CH:34]=1)=[O:31])[C:15]([O:17][CH2:18][CH2:19][O:20][C:21]([O:23][CH:24]([CH3:26])[CH3:25])=[O:22])=[O:16])(=[O:10])=[O:9])(=[O:3])[CH3:2]. The catalyst class is: 154.